This data is from Full USPTO retrosynthesis dataset with 1.9M reactions from patents (1976-2016). The task is: Predict the reactants needed to synthesize the given product. Given the product [CH2:24]([O:23][C:21]([CH2:20][CH:19]1[O:18][B:17]([OH:26])[C:16]2[CH:27]=[C:12]([O:11][C:8]3[N:9]=[CH:10][C:5]([C:3]([OH:4])=[O:2])=[N:6][CH:7]=3)[CH:13]=[C:14]([CH3:28])[C:15]1=2)=[O:22])[CH3:25], predict the reactants needed to synthesize it. The reactants are: C[O:2][C:3]([C:5]1[CH:10]=[N:9][C:8]([O:11][C:12]2[CH:13]=[C:14]([CH3:28])[C:15]3[CH:19]([CH2:20][C:21]([O:23][CH2:24][CH3:25])=[O:22])[O:18][B:17]([OH:26])[C:16]=3[CH:27]=2)=[CH:7][N:6]=1)=[O:4].[Li+].[OH-].Cl.